Regression. Given two drug SMILES strings and cell line genomic features, predict the synergy score measuring deviation from expected non-interaction effect. From a dataset of NCI-60 drug combinations with 297,098 pairs across 59 cell lines. Drug 1: CC1=CC2C(CCC3(C2CCC3(C(=O)C)OC(=O)C)C)C4(C1=CC(=O)CC4)C. Synergy scores: CSS=36.4, Synergy_ZIP=1.58, Synergy_Bliss=0.763, Synergy_Loewe=-47.0, Synergy_HSA=-1.11. Cell line: SF-295. Drug 2: CC1C(C(CC(O1)OC2CC(CC3=C2C(=C4C(=C3O)C(=O)C5=CC=CC=C5C4=O)O)(C(=O)C)O)N)O.